Task: Regression. Given a peptide amino acid sequence and an MHC pseudo amino acid sequence, predict their binding affinity value. This is MHC class II binding data.. Dataset: Peptide-MHC class II binding affinity with 134,281 pairs from IEDB (1) The peptide sequence is SQDFELSWNLNGLQAY. The MHC is DRB1_1302 with pseudo-sequence DRB1_1302. The binding affinity (normalized) is 0.630. (2) The peptide sequence is EGKIILVAVHVASGYIE. The MHC is DRB5_0101 with pseudo-sequence DRB5_0101. The binding affinity (normalized) is 0.421. (3) The peptide sequence is YDKSLANVSTVLTGK. The MHC is DRB1_1302 with pseudo-sequence DRB1_1302. The binding affinity (normalized) is 0.559. (4) The peptide sequence is GAASGLNGCCRCGAR. The MHC is HLA-DPA10301-DPB10402 with pseudo-sequence HLA-DPA10301-DPB10402. The binding affinity (normalized) is 0. (5) The peptide sequence is YDKFLKNVSTVLTGK. The MHC is DRB1_0802 with pseudo-sequence DRB1_0802. The binding affinity (normalized) is 0.800. (6) The peptide sequence is EKKYFAATLFEPLAA. The MHC is HLA-DPA10201-DPB11401 with pseudo-sequence HLA-DPA10201-DPB11401. The binding affinity (normalized) is 0.875. (7) The peptide sequence is CIPSLEAAVKQAYAA. The MHC is HLA-DPA10103-DPB10201 with pseudo-sequence HLA-DPA10103-DPB10201. The binding affinity (normalized) is 0.0824. (8) The peptide sequence is LTLPWQSGSGGVWRE. The MHC is DRB1_0301 with pseudo-sequence DRB1_0301. The binding affinity (normalized) is 0.161. (9) The peptide sequence is KDKFLANVSTVLTGK. The MHC is DRB1_0401 with pseudo-sequence DRB1_0401. The binding affinity (normalized) is 0.592. (10) The MHC is DRB4_0101 with pseudo-sequence DRB4_0103. The peptide sequence is FSLSAAVKAGASLID. The binding affinity (normalized) is 0.191.